From a dataset of Full USPTO retrosynthesis dataset with 1.9M reactions from patents (1976-2016). Predict the reactants needed to synthesize the given product. (1) Given the product [CH3:63][N:61]([CH3:62])[C:58]1[CH:59]=[CH:60][C:55]([CH:9]([C:6]2[CH:5]=[CH:4][C:3]([N:2]([CH3:64])[CH3:1])=[CH:8][CH:7]=2)[C:10]2[CH:23]=[C:22]3[CH:24]=[C:12]([CH2:13][N:14]([CH2:42][P:43]([OH:50])([OH:45])=[O:44])[CH2:15][CH2:16][N:17]([CH2:38][C:39]([OH:41])=[O:40])[CH2:18][CH2:19][N:20]([CH2:25][P:26]([OH:33])([OH:28])=[O:27])[CH2:21]3)[CH:11]=2)=[CH:56][CH:57]=1, predict the reactants needed to synthesize it. The reactants are: [CH3:1][N:2]([CH3:64])[C:3]1[CH:8]=[CH:7][C:6]([CH:9]([C:55]2[CH:60]=[CH:59][C:58]([N:61]([CH3:63])[CH3:62])=[CH:57][CH:56]=2)[C:10]2[CH:23]=[C:22]3[CH:24]=[C:12]([CH2:13][N:14]([CH2:42][P:43]([O:50]CCCC)([O:45]CCCC)=[O:44])[CH2:15][CH2:16][N:17]([CH2:38][C:39]([OH:41])=[O:40])[CH2:18][CH2:19][N:20]([CH2:25][P:26]([O:33]CCCC)([O:28]CCCC)=[O:27])[CH2:21]3)[CH:11]=2)=[CH:5][CH:4]=1. (2) Given the product [CH2:18]([O:17][C:13](=[O:16])[C:14]1[C:7]([OH:10])=[CH:8][N:9]=[C:5]([C:1]([CH3:2])([CH3:3])[CH3:4])[CH:15]=1)[CH3:19], predict the reactants needed to synthesize it. The reactants are: [C:1]([C:5]1O[C:7]([O:10]CC)=[CH:8][N:9]=1)([CH3:4])([CH3:3])[CH3:2].[C:13]([O:17][CH2:18][CH3:19])(=[O:16])[CH:14]=[CH2:15]. (3) The reactants are: [Cl:1][C:2]1[C:10]2[N:6]([C:7]([CH2:14][CH2:15][O:16][CH3:17])=[CH:8][C:9]=2[C:11]([OH:13])=O)[CH:5]=[CH:4][CH:3]=1.[F:18][C:19]1([F:28])[CH2:24][CH:23]([CH3:25])[CH2:22][CH:21]([CH2:26][NH2:27])[CH2:20]1.C1C=CC2N(O)N=NC=2C=1.CCN=C=NCCCN(C)C.CCN(C(C)C)C(C)C. Given the product [Cl:1][C:2]1[C:10]2[N:6]([C:7]([CH2:14][CH2:15][O:16][CH3:17])=[CH:8][C:9]=2[C:11]([NH:27][CH2:26][CH:21]2[CH2:22][CH:23]([CH3:25])[CH2:24][C:19]([F:18])([F:28])[CH2:20]2)=[O:13])[CH:5]=[CH:4][CH:3]=1, predict the reactants needed to synthesize it. (4) Given the product [Cl:1][C:2]([F:27])([F:26])[O:3][C:4]1[CH:9]=[CH:8][C:7]([NH:10][C:11](=[O:25])[C:12]2[CH:17]=[CH:16][C:15]([N:10]3[CH2:7][CH2:6][C@@H:28]([OH:31])[CH2:11]3)=[C:14]([C:19]3[NH:23][N:22]=[CH:21][C:20]=3[F:24])[CH:13]=2)=[CH:6][CH:5]=1, predict the reactants needed to synthesize it. The reactants are: [Cl:1][C:2]([F:27])([F:26])[O:3][C:4]1[CH:9]=[CH:8][C:7]([NH:10][C:11](=[O:25])[C:12]2[CH:17]=[CH:16][C:15](F)=[C:14]([C:19]3[NH:23][N:22]=[CH:21][C:20]=3[F:24])[CH:13]=2)=[CH:6][CH:5]=1.[C:28]([O-:31])([O-])=O.[Na+].[Na+]. (5) Given the product [CH3:36][N:37]1[CH:41]=[CH:40][C:39]([NH:42][C:43]([C:45]2[CH:55]=[C:54]([O:56][C:34]3[CH:33]=[CH:32][C:29]([CH:30]=[O:31])=[CH:28][C:27]=3[F:26])[C:48]3[CH2:49][C:50]([CH3:53])([CH3:52])[O:51][C:47]=3[CH:46]=2)=[O:44])=[N:38]1, predict the reactants needed to synthesize it. The reactants are: COC(C1C=C(OC2C=CC(S(C)(=O)=O)=CC=2)C=C2OC(C)CC=12)=O.[F:26][C:27]1[CH:28]=[C:29]([CH:32]=[CH:33][C:34]=1F)[CH:30]=[O:31].[CH3:36][N:37]1[CH:41]=[CH:40][C:39]([NH:42][C:43]([C:45]2[CH:55]=[C:54]([OH:56])[C:48]3[CH2:49][C:50]([CH3:53])([CH3:52])[O:51][C:47]=3[CH:46]=2)=[O:44])=[N:38]1. (6) Given the product [F:28][C:2]([F:29])([F:1])[C:3]1[CH:27]=[CH:26][C:6]([CH2:7][N:8]2[C:24](=[O:25])[N:11]3[N:12]=[C:13]([C:34]4[CH:35]=[CH:36][C:31]([Cl:30])=[CH:32][CH:33]=4)[C:14]([C:16]4[CH:21]=[CH:20][C:19]([Cl:22])=[CH:18][CH:17]=4)=[CH:15][C:10]3=[N:9]2)=[CH:5][CH:4]=1, predict the reactants needed to synthesize it. The reactants are: [F:1][C:2]([F:29])([F:28])[C:3]1[CH:27]=[CH:26][C:6]([CH2:7][N:8]2[C:24](=[O:25])[N:11]3[N:12]=[C:13](Cl)[C:14]([C:16]4[CH:21]=[CH:20][C:19]([Cl:22])=[CH:18][CH:17]=4)=[CH:15][C:10]3=[N:9]2)=[CH:5][CH:4]=1.[Cl:30][C:31]1[CH:36]=[CH:35][C:34](B(O)O)=[CH:33][CH:32]=1.C([O-])([O-])=O.[Na+].[Na+].